Dataset: Reaction yield outcomes from USPTO patents with 853,638 reactions. Task: Predict the reaction yield, written as a fraction of the theoretical maximum amount of product (1.0 means a 100% yield; for example, 0.34 means a 34% yield). (1) The reactants are [CH3:1][N:2]([CH3:18])[C:3]1[CH:8]=[CH:7][C:6]([C:9](=O)[CH2:10][C:11]2[CH:16]=[CH:15][CH:14]=[CH:13][CH:12]=2)=[CH:5][CH:4]=1.[CH2:19]([O:21][C:22]1[CH:23]=[C:24]([CH:27]=[C:28]([N+:31]([O-:33])=[O:32])[C:29]=1[OH:30])[CH:25]=O)[CH3:20].[NH2:34][C:35]([NH2:37])=[O:36].Cl. The catalyst is C(O)C. The product is [CH3:1][N:2]([CH3:18])[C:3]1[CH:8]=[CH:7][C:6]([C:9]2[NH:37][C:35](=[O:36])[NH:34][CH:25]([C:24]3[CH:27]=[C:28]([N+:31]([O-:33])=[O:32])[C:29]([OH:30])=[C:22]([O:21][CH2:19][CH3:20])[CH:23]=3)[C:10]=2[C:11]2[CH:16]=[CH:15][CH:14]=[CH:13][CH:12]=2)=[CH:5][CH:4]=1. The yield is 0.163. (2) The reactants are Br[C:2]1[S:6][C:5]([CH3:7])=[C:4]([CH:8]2[O:12]CCO2)[CH:3]=1.[C:13]1(B(O)O)[CH:18]=[CH:17][CH:16]=[CH:15][CH:14]=1.C(=O)([O-])[O-].[Na+].[Na+].[Cl-].[NH4+].Cl. The catalyst is O1CCCC1.C1C=CC(P(C2C=CC=CC=2)[C-]2C=CC=C2)=CC=1.C1C=CC(P(C2C=CC=CC=2)[C-]2C=CC=C2)=CC=1.Cl[Pd]Cl.[Fe+2].ClCCl.CN(C)C=O.O. The product is [CH3:7][C:5]1[S:6][C:2]([C:13]2[CH:18]=[CH:17][CH:16]=[CH:15][CH:14]=2)=[CH:3][C:4]=1[CH:8]=[O:12]. The yield is 0.610. (3) The reactants are [CH2:1]([O:3][C:4]([C:6]1[CH:7]=[N:8][C:9]2[C:14]([C:15]=1Cl)=[CH:13][C:12]([C:17]#[N:18])=[CH:11][CH:10]=2)=[O:5])[CH3:2].Cl.[Cl:20][C:21]1[CH:22]=[C:23]([CH:26]=[CH:27][C:28]=1[O:29][CH3:30])[CH2:24][NH2:25].C(N(C(C)C)CC)(C)C.O. The catalyst is C(O)CC. The product is [CH2:1]([O:3][C:4]([C:6]1[CH:7]=[N:8][C:9]2[C:14]([C:15]=1[NH:25][CH2:24][C:23]1[CH:26]=[CH:27][C:28]([O:29][CH3:30])=[C:21]([Cl:20])[CH:22]=1)=[CH:13][C:12]([C:17]#[N:18])=[CH:11][CH:10]=2)=[O:5])[CH3:2]. The yield is 0.970. (4) The reactants are [Cl:1][C:2]1[CH:3]=[C:4]([NH:9][C:10]([NH:12][C:13](=[O:15])[CH3:14])=[S:11])[CH:5]=[C:6]([Cl:8])[CH:7]=1.I[CH2:17]I.C(N(CC)CC)C. The catalyst is CC(C)=O. The product is [Cl:1][C:2]1[CH:3]=[C:4](/[N:9]=[C:10]2\[S:11][CH2:17][N:12]\2[C:13](=[O:15])[CH3:14])[CH:5]=[C:6]([Cl:8])[CH:7]=1. The yield is 0.510. (5) The reactants are [C:1]([C:3]1[CH:4]=[C:5]([C:24]2[CH:29]=[CH:28][C:27]([N:30]3[C:34](=[O:35])[N:33]([CH2:36][CH2:37][NH:38]C(=O)OC(C)(C)C)[N:32]=[CH:31]3)=[C:26]([F:46])[CH:25]=2)[CH:6]=[N:7][C:8]=1[N:9]1[CH2:14][CH2:13][N:12]([C:15]2[N:20]=[CH:19][C:18]([CH2:21][CH3:22])=[CH:17][N:16]=2)[CH2:11][C@@H:10]1[CH3:23])#[N:2].[ClH:47]. The product is [ClH:47].[NH2:38][CH2:37][CH2:36][N:33]1[C:34](=[O:35])[N:30]([C:27]2[CH:28]=[CH:29][C:24]([C:5]3[CH:6]=[N:7][C:8]([N:9]4[CH2:14][CH2:13][N:12]([C:15]5[N:20]=[CH:19][C:18]([CH2:21][CH3:22])=[CH:17][N:16]=5)[CH2:11][C@@H:10]4[CH3:23])=[C:3]([CH:4]=3)[C:1]#[N:2])=[CH:25][C:26]=2[F:46])[CH:31]=[N:32]1. The catalyst is C(OCC)(=O)C. The yield is 0.910. (6) The catalyst is CN(C=O)C.CCOC(C)=O. The reactants are [F:1][C:2]([F:12])([F:11])[O:3][C:4]1[CH:9]=[CH:8][CH:7]=[CH:6][C:5]=1[SH:10].C([O-])([O-])=O.[K+].[K+].F[C:20]1[CH:27]=[CH:26][C:23]([C:24]#[N:25])=[CH:22][CH:21]=1. The yield is 0.740. The product is [F:12][C:2]([F:1])([F:11])[O:3][C:4]1[CH:9]=[CH:8][CH:7]=[CH:6][C:5]=1[S:10][C:20]1[CH:27]=[CH:26][C:23]([C:24]#[N:25])=[CH:22][CH:21]=1. (7) The reactants are [H-].[Na+].[Br:3][C:4]1[CH:12]=[C:11]2[C:7]([CH2:8][C:9](=[O:13])[NH:10]2)=[CH:6][CH:5]=1.[Cl:14][C:15]1[C:24]2[C:19](=[CH:20][C:21]([O:27][CH2:28][CH2:29][CH2:30][N:31]3[CH2:36][CH2:35][O:34][CH2:33][CH2:32]3)=[C:22]([O:25][CH3:26])[CH:23]=2)[N:18]=[CH:17][N:16]=1.O. The catalyst is CN(C)C=O.O1CCCC1. The product is [ClH:14].[ClH:14].[Br:3][C:4]1[CH:12]=[C:11]2[C:7]([CH:8]([C:15]3[C:24]4[C:19](=[CH:20][C:21]([O:27][CH2:28][CH2:29][CH2:30][N:31]5[CH2:32][CH2:33][O:34][CH2:35][CH2:36]5)=[C:22]([O:25][CH3:26])[CH:23]=4)[N:18]=[CH:17][N:16]=3)[C:9](=[O:13])[NH:10]2)=[CH:6][CH:5]=1. The yield is 0.230. (8) The reactants are [F:1][C:2]1([F:14])[O:6][C:5]2[CH:7]=[C:8]([O:12][CH3:13])[C:9](N)=[CH:10][C:4]=2[O:3]1.Cl.N([O-])=O.[Na+].[I-:20].[Na+].OS([O-])=O.[Na+]. The catalyst is ClCCl.O. The product is [F:1][C:2]1([F:14])[O:6][C:5]2[CH:7]=[C:8]([O:12][CH3:13])[C:9]([I:20])=[CH:10][C:4]=2[O:3]1. The yield is 0.830. (9) The reactants are C(N(CC)CC)C.[C:8](N1C=CN=C1)(N1C=CN=C1)=[O:9].[F:20][C:21]([F:34])([F:33])[O:22][C:23]1[CH:32]=[CH:31][C:26]([C:27]([NH:29][NH2:30])=[O:28])=[CH:25][CH:24]=1. The catalyst is C1COCC1. The product is [F:20][C:21]([F:33])([F:34])[O:22][C:23]1[CH:32]=[CH:31][C:26]([C:27]2[O:28][C:8](=[O:9])[NH:30][N:29]=2)=[CH:25][CH:24]=1. The yield is 0.940.